Dataset: Catalyst prediction with 721,799 reactions and 888 catalyst types from USPTO. Task: Predict which catalyst facilitates the given reaction. (1) Reactant: [NH2:1][C:2]1[C:3]([C:9]([OH:11])=O)=[N:4][CH:5]=[C:6]([CH3:8])[N:7]=1.C([N:15]([CH:18](C)C)CC)(C)C.CCN=C=NCCCN(C)C.Cl.C1C=CC2N(O)N=NC=2C=1.Cl.[CH3:44][O:45]NOOC. The catalyst class is: 3. Product: [CH3:44][O:45][N:15]([CH3:18])[C:9]([C:3]1[C:2]([NH2:1])=[N:7][C:6]([CH3:8])=[CH:5][N:4]=1)=[O:11]. (2) Reactant: [CH:1]1([N:4]([C@@H:24]([C:26]2[S:27][C:28]([C:39]3[CH:44]=[CH:43][CH:42]=[CH:41][CH:40]=3)=[C:29]([CH2:31][CH2:32][CH2:33][NH:34][C:35]([O:37][CH3:38])=[O:36])[CH:30]=2)[CH3:25])[C:5]([C@H:7]2[CH2:12][N:11](C(OC(C)(C)C)=O)[CH2:10][C@@H:9]([C:20]([O:22][CH3:23])=[O:21])[O:8]2)=[O:6])[CH2:3][CH2:2]1.N1C(C)=CC=CC=1C.FC(F)(F)S(O[Si](C)(C)C)(=O)=O.C(=O)([O-])O.[Na+]. Product: [CH:1]1([N:4]([C@@H:24]([C:26]2[S:27][C:28]([C:39]3[CH:40]=[CH:41][CH:42]=[CH:43][CH:44]=3)=[C:29]([CH2:31][CH2:32][CH2:33][NH:34][C:35]([O:37][CH3:38])=[O:36])[CH:30]=2)[CH3:25])[C:5]([C@H:7]2[CH2:12][NH:11][CH2:10][C@@H:9]([C:20]([O:22][CH3:23])=[O:21])[O:8]2)=[O:6])[CH2:3][CH2:2]1. The catalyst class is: 98. (3) Reactant: C([O:5][C:6]([N:8]1[CH:13]2[CH2:14][CH2:15][CH:9]1[C:10](=[O:16])[NH:11][CH2:12]2)=[O:7])(C)(C)C.[F:17][C:18]1[CH:25]=[CH:24][C:21]([CH2:22]Br)=[CH:20][CH:19]=1.[H-].[Na+]. Product: [F:17][C:18]1[CH:25]=[CH:24][C:21]([CH2:22][N:11]2[CH2:12][CH:13]3[N:8]([C:6]([OH:5])=[O:7])[CH:9]([CH2:15][CH2:14]3)[C:10]2=[O:16])=[CH:20][CH:19]=1. The catalyst class is: 305. (4) Reactant: [Cl:1][C:2]1[CH:7]=[CH:6][CH:5]=[CH:4][C:3]=1[C:8]1[C:12]([C:13]([O:15]CC)=[O:14])=[CH:11][N:10]([CH3:18])[N:9]=1.[OH-].[K+].O. Product: [Cl:1][C:2]1[CH:7]=[CH:6][CH:5]=[CH:4][C:3]=1[C:8]1[C:12]([C:13]([OH:15])=[O:14])=[CH:11][N:10]([CH3:18])[N:9]=1. The catalyst class is: 8. (5) Reactant: [F:1][C:2]1[CH:8]=[CH:7][C:6]([N+:9]([O-:11])=[O:10])=[CH:5][C:3]=1[NH2:4].[CH:12]([NH:14][NH:15][CH:16]=O)=O.[Si](Cl)(C)(C)C.CCN(CC)CC. Product: [F:1][C:2]1[CH:8]=[CH:7][C:6]([N+:9]([O-:11])=[O:10])=[CH:5][C:3]=1[N:4]1[CH:16]=[N:15][N:14]=[CH:12]1. The catalyst class is: 17. (6) Reactant: C[O:2][C:3](=[O:38])[C:4]1[CH:9]=[CH:8][C:7]([NH:10][C:11](=[O:36])[CH:12]([C:19]2[N:20]([C:29]3[CH:34]=[CH:33][C:32]([Cl:35])=[CH:31][CH:30]=3)[N:21]=[C:22]3[CH2:28][CH2:27][CH2:26][CH2:25][CH2:24][C:23]=23)[CH:13]2[CH2:18][CH2:17][CH2:16][CH2:15][CH2:14]2)=[C:6]([F:37])[CH:5]=1.[OH-].[Li+]. Product: [Cl:35][C:32]1[CH:31]=[CH:30][C:29]([N:20]2[C:19]([CH:12]([CH:13]3[CH2:14][CH2:15][CH2:16][CH2:17][CH2:18]3)[C:11]([NH:10][C:7]3[CH:8]=[CH:9][C:4]([C:3]([OH:38])=[O:2])=[CH:5][C:6]=3[F:37])=[O:36])=[C:23]3[CH2:24][CH2:25][CH2:26][CH2:27][CH2:28][C:22]3=[N:21]2)=[CH:34][CH:33]=1. The catalyst class is: 36. (7) Reactant: CO[CH:3](OC)[CH2:4][CH:5](OC)OC.[Cl:12][C:13]1[CH:22]=[C:21]([Cl:23])[C:20]([NH:24][NH2:25])=[CH:19][C:14]=1[C:15]([O:17][CH3:18])=[O:16]. Product: [Cl:12][C:13]1[CH:22]=[C:21]([Cl:23])[C:20]([N:24]2[CH:5]=[CH:4][CH:3]=[N:25]2)=[CH:19][C:14]=1[C:15]([O:17][CH3:18])=[O:16]. The catalyst class is: 14.